Task: Binary Classification. Given a miRNA mature sequence and a target amino acid sequence, predict their likelihood of interaction.. Dataset: Experimentally validated miRNA-target interactions with 360,000+ pairs, plus equal number of negative samples (1) The miRNA is hsa-miR-421 with sequence AUCAACAGACAUUAAUUGGGCGC. The protein sequence of the target gene is MGTVLSLSPASSAKGRRPGGLPEEKKKAPPAGDEALGGYGAPPVGKGGKGESRLKRPSVLISALTWKRLVAASAKKKKGSKKVTPKPASTGPDPLVQQRNRENLLRKGRDPPDGGGTAKPLAVPVPTVPAAAATCEPPSGGSAAAQPPGSGGGKPPPPPPPAPQVAPPVPGGSPRRVIVQASTGELLRCLGDFVCRRCYRLKELSPGELVGWFRGVDRSLLLQGWQDQAFITPANLVFVYLLCRESLRGDELASAAELQAAFLTCLYLAYSYMGNEISYPLKPFLVEPDKERFWQRCLRL.... Result: 0 (no interaction). (2) The protein sequence of the target gene is MSEIQGTVEFSVELHKFYNVDLFQRGYYQIRVTLKVSSRIPHRLSASIAGQTESSSLHSACVHDSTVHSRVFQILYRNEEVPINDAVVFRVHLLLGGERMEDALSEVDFQLKVDLHFTDSEQQLRDVAGAPMVSSRTLGLHFHPRNGLHHQVPVMFDYFHLSVISVTVHAALVALQQPLISFTRPGRGSWLGKGGPDTGQEQSIISLENLVFGAGYCKPTSSEGSFYITSENCMQHAHKWHRDLCLLLLHAYRGLRLHFLVIMRDIPELPHTELEALAVEETLSQLCSELQMLNNPEKIA.... The miRNA is mmu-miR-155-5p with sequence UUAAUGCUAAUUGUGAUAGGGGU. Result: 0 (no interaction). (3) The miRNA is mmu-miR-5110 with sequence GGAGGAGGUAGAGGGUGGUGGAAUU. The protein sequence of the target gene is MSEPGKGDDCLELESSMAESRLRAPDLGVSRCLGKCQKNSPGARKHPFSGKSFYLDLPAGKNLQFLTGAIQQLGGVIEGFLSKEVSYIVSSRREVKAESSGKSHRGCPSPSPSEVRVETSAMVDPKGSHPRPSRKPVDSVPLSRGKELLQKAIRNQGSISGGGSGGSSSLLTNARSWGVRILHVDEMMMHVQQLSLASLCVKKQQPKKPEGTCPAAESRTRKVARLKAPFLKIEDESRKFRPFHHQFKSFPEISFLGPKDASPFEAPTTLGSMHHTRESKDGEPSPRSAAHTMPRRKKGY.... Result: 0 (no interaction). (4) The miRNA is hsa-miR-2276-3p with sequence UCUGCAAGUGUCAGAGGCGAGG. The protein sequence of the target gene is MLSHNTMMKQRKQQATAIMKEVHGNDVDGMDLGKKVSIPRDIMLEELSHLSNRGARLFKMRQRRSDKYTFENFQYQSRAQINHSIAMQNGKVDGSNLEGGSQQAPLTPPNTPDPRSPPNPDNIAPGYSGPLKEIPPEKFNTTAVPKYYQSPWEQAISNDPELLEALYPKLFKPEGKAELPDYRSFNRVATPFGGFEKASRMVKFKVPDFELLLLTDPRFMSFVNPLSGRRSFNRTPKGWISENIPIVITTEPTDDTTVPESEDL. Result: 1 (interaction). (5) The miRNA is hsa-miR-409-5p with sequence AGGUUACCCGAGCAACUUUGCAU. The protein sequence of the target gene is MAAVGPRTGPGTGAEALALAAELQGEATCSICLELFREPVSVECGHSFCRACIGRCWERPGAGSVGAATRAPPFPLPCPQCREPARPSQLRPNRQLAAVATLLRRFSLPAAAPGEHGSQAAAARAAAARCGQHGEPFKLYCQDDGRAICVVCDRAREHREHAVLPLDEAVQEAKELLESRLRVLKKELEDCEVFRSTEKKESKELLKQMAAEQEKVGAEFQALRAFLVEQEGRLLGRLEELSREVAQKQNENLAQLGVEITQLSKLSSQIQETAQKPDLDFLQEFKSTLSRCSNVPGPKP.... Result: 0 (no interaction).